From a dataset of Peptide-MHC class I binding affinity with 185,985 pairs from IEDB/IMGT. Regression. Given a peptide amino acid sequence and an MHC pseudo amino acid sequence, predict their binding affinity value. This is MHC class I binding data. The peptide sequence is AAFKVRPT. The MHC is H-2-Db with pseudo-sequence H-2-Db. The binding affinity (normalized) is 0.